This data is from Full USPTO retrosynthesis dataset with 1.9M reactions from patents (1976-2016). The task is: Predict the reactants needed to synthesize the given product. (1) Given the product [Cl:17][C:18]1[C:19]([O:55][C@H:52]2[CH2:53][CH2:54][C@@H:49]([C:48]([F:47])([F:56])[F:57])[CH2:50][CH2:51]2)=[CH:20][C:21]([F:33])=[C:22]([CH:32]=1)[C:23]([NH:25][S:26](=[O:31])(=[O:30])[N:27]([CH3:29])[CH3:28])=[O:24], predict the reactants needed to synthesize it. The reactants are: ClC1C(F)=CC(F)=C(C=1)C(NS(C)(=O)=O)=O.[Cl:17][C:18]1[C:19](F)=[CH:20][C:21]([F:33])=[C:22]([CH:32]=1)[C:23]([NH:25][S:26](=[O:31])(=[O:30])[N:27]([CH3:29])[CH3:28])=[O:24].C12(CO)CC3CC(CC(C3)C1)C2.[F:47][C:48]([F:57])([F:56])[CH:49]1[CH2:54][CH2:53][CH:52]([OH:55])[CH2:51][CH2:50]1. (2) Given the product [CH2:1]([NH:3][C:4]([C:6]1[C:10]([C:11]2[CH:16]=[CH:15][C:14]([O:17][CH3:18])=[CH:13][CH:12]=2)=[C:9]([C:19]2[CH:24]=[C:23]([Cl:25])[C:22]([OH:26])=[CH:21][C:20]=2[OH:34])[O:8][N:7]=1)=[O:5])[CH3:2], predict the reactants needed to synthesize it. The reactants are: [CH2:1]([NH:3][C:4]([C:6]1[C:10]([C:11]2[CH:16]=[CH:15][C:14]([O:17][CH3:18])=[CH:13][CH:12]=2)=[C:9]([C:19]2[CH:24]=[C:23]([Cl:25])[C:22]([O:26]CC3C=CC=CC=3)=[CH:21][C:20]=2[O:34]CC2C=CC=CC=2)[O:8][N:7]=1)=[O:5])[CH3:2].B(Cl)(Cl)Cl. (3) Given the product [C:5]1([C:2]2([CH2:3][C:1]([OH:13])=[O:11])[CH2:6][CH2:5][CH2:2][CH2:1][CH2:3]2)[CH:6]=[CH:7][CH:8]=[CH:9][CH:10]=1, predict the reactants needed to synthesize it. The reactants are: [CH2:1]1[C@@H:3](N)[C@@H:2]1[C:5]1[CH:10]=[CH:9][CH:8]=[CH:7][CH:6]=1.[OH-:11].[K+].[OH2:13]. (4) The reactants are: [CH3:1][O:2][C:3]([CH2:5][CH2:6][C:7]1[CH:12]=[C:11]([CH3:13])[C:10]([C:14]2[NH:15][C:16]3[C:21]([CH:22]=2)=[CH:20][CH:19]=[C:18]([C:23]([OH:25])=O)[CH:17]=3)=[C:9]([CH3:26])[CH:8]=1)=[O:4].[NH2:27][C:28]1[CH:37]=[CH:36][C:35]2[C:30](=[CH:31][CH:32]=[CH:33][CH:34]=2)[N:29]=1.CCN=C=NCCCN(C)C.C1C=CC2N(O)N=NC=2C=1.[I-].C[NH+]1CCN(CCC)C1. Given the product [CH3:1][O:2][C:3](=[O:4])[CH2:5][CH2:6][C:7]1[CH:8]=[C:9]([CH3:26])[C:10]([C:14]2[NH:15][C:16]3[C:21]([CH:22]=2)=[CH:20][CH:19]=[C:18]([C:23](=[O:25])[NH:27][C:28]2[CH:37]=[CH:36][C:35]4[C:30](=[CH:31][CH:32]=[CH:33][CH:34]=4)[N:29]=2)[CH:17]=3)=[C:11]([CH3:13])[CH:12]=1, predict the reactants needed to synthesize it. (5) Given the product [C:18]1([S:24][CH2:2][CH2:3][N:4]2[C:16]3[C:15]4[CH:14]=[CH:13][CH:12]=[CH:11][C:10]=4[N:9]=[C:8]([NH2:17])[C:7]=3[N:6]=[CH:5]2)[CH:23]=[CH:22][CH:21]=[CH:20][CH:19]=1, predict the reactants needed to synthesize it. The reactants are: Cl[CH2:2][CH2:3][N:4]1[C:16]2[C:15]3[CH:14]=[CH:13][CH:12]=[CH:11][C:10]=3[N:9]=[C:8]([NH2:17])[C:7]=2[N:6]=[CH:5]1.[C:18]1([S-:24])[CH:23]=[CH:22][CH:21]=[CH:20][CH:19]=1.[Na+]. (6) Given the product [Cl:1][C:2]1[CH:3]=[C:4]([CH:9]2[CH:13]([C:14]3[CH:19]=[CH:18][N:17]=[CH:16][CH:15]=3)[N:12]([CH:22]([CH3:24])[CH3:21])[NH:11][C:10]2=[O:20])[CH:5]=[CH:6][C:7]=1[Cl:8], predict the reactants needed to synthesize it. The reactants are: [Cl:1][C:2]1[CH:3]=[C:4]([CH:9]2[CH:13]([C:14]3[CH:19]=[CH:18][N:17]=[CH:16][CH:15]=3)[NH:12][NH:11][C:10]2=[O:20])[CH:5]=[CH:6][C:7]=1[Cl:8].[CH3:21][C:22]([CH3:24])=O.